Regression/Classification. Given a drug SMILES string, predict its absorption, distribution, metabolism, or excretion properties. Task type varies by dataset: regression for continuous measurements (e.g., permeability, clearance, half-life) or binary classification for categorical outcomes (e.g., BBB penetration, CYP inhibition). Dataset: cyp1a2_veith. From a dataset of CYP1A2 inhibition data for predicting drug metabolism from PubChem BioAssay. (1) The compound is COc1ncc2nc(-c3ccccc3)c(=O)n(C3CC3)c2n1. The result is 1 (inhibitor). (2) The molecule is COCCCNC(=O)/C=C/c1ccc(Cl)cc1. The result is 1 (inhibitor). (3) The molecule is Cc1ccc(-n2[nH]c(=O)c3cccnc32)cc1. The result is 1 (inhibitor).